From a dataset of Peptide-MHC class I binding affinity with 185,985 pairs from IEDB/IMGT. Regression. Given a peptide amino acid sequence and an MHC pseudo amino acid sequence, predict their binding affinity value. This is MHC class I binding data. (1) The peptide sequence is TYMFTHIDL. The binding affinity (normalized) is 0.436. The MHC is HLA-A30:01 with pseudo-sequence HLA-A30:01. (2) The peptide sequence is RPPYSSYGY. The MHC is HLA-B37:01 with pseudo-sequence HLA-B37:01. The binding affinity (normalized) is 0.0847.